From a dataset of Catalyst prediction with 721,799 reactions and 888 catalyst types from USPTO. Predict which catalyst facilitates the given reaction. (1) Reactant: Cl.Cl.[F:3][C:4]1[CH:12]=[CH:11][C:10]2[C:6](=[CH:7][N:8]([CH3:13])[N:9]=2)[C:5]=1[C@H:14]1[CH2:16][C@@H:15]1[CH2:17][NH2:18].C(N(CC)CC)C.[C:26](OC(=O)C)(=[O:28])[CH3:27]. Product: [F:3][C:4]1[CH:12]=[CH:11][C:10]2[C:6](=[CH:7][N:8]([CH3:13])[N:9]=2)[C:5]=1[C@H:14]1[CH2:16][C@@H:15]1[CH2:17][NH:18][C:26](=[O:28])[CH3:27]. The catalyst class is: 685. (2) Reactant: [CH3:1][N:2]([CH3:32])[C:3]([C:5]1[N:26]([CH:27]2[CH2:31][CH2:30][CH2:29][CH2:28]2)[C:8]2[N:9]=[C:10]([NH:13][C:14]3[CH:19]=[CH:18][C:17]([N:20]4[CH2:25][CH2:24][NH:23][CH2:22][CH2:21]4)=[CH:16][N:15]=3)[N:11]=[CH:12][C:7]=2[CH:6]=1)=[O:4].[CH3:33][C@@H:34]1[CH2:36][O:35]1. Product: [CH3:1][N:2]([CH3:32])[C:3]([C:5]1[N:26]([CH:27]2[CH2:31][CH2:30][CH2:29][CH2:28]2)[C:8]2[N:9]=[C:10]([NH:13][C:14]3[CH:19]=[CH:18][C:17]([N:20]4[CH2:21][CH2:22][N:23]([CH2:33][C@H:34]([OH:35])[CH3:36])[CH2:24][CH2:25]4)=[CH:16][N:15]=3)[N:11]=[CH:12][C:7]=2[CH:6]=1)=[O:4]. The catalyst class is: 8. (3) Reactant: [NH2:1][C:2]1[N:7]=[CH:6][N:5]=[C:4]2[N:8]([C@@H:12]3[CH2:17][CH2:16][CH2:15][N:14]([C:18]([O:20][C:21]([CH3:24])([CH3:23])[CH3:22])=[O:19])[CH2:13]3)[N:9]=[C:10](I)[C:3]=12.[F:25][C:26]1[CH:27]=[C:28]([CH:45]=[C:46]([F:48])[CH:47]=1)[O:29][C:30]1[CH:35]=[CH:34][C:33](B2OC(C)(C)C(C)(C)O2)=[CH:32][CH:31]=1.C(=O)([O-])[O-].[Na+].[Na+].COCCOC. Product: [NH2:1][C:2]1[N:7]=[CH:6][N:5]=[C:4]2[N:8]([C@@H:12]3[CH2:17][CH2:16][CH2:15][N:14]([C:18]([O:20][C:21]([CH3:24])([CH3:23])[CH3:22])=[O:19])[CH2:13]3)[N:9]=[C:10]([C:33]3[CH:32]=[CH:31][C:30]([O:29][C:28]4[CH:45]=[C:46]([F:48])[CH:47]=[C:26]([F:25])[CH:27]=4)=[CH:35][CH:34]=3)[C:3]=12. The catalyst class is: 103. (4) Reactant: [Cl:1][C:2]1[C:3]([NH:15][C:16]2[CH:20]=[C:19]([CH:21]3[CH2:23][CH2:22]3)[NH:18][N:17]=2)=[N:4][C:5]([C:8]2[S:12][C:11]([C:13]#[N:14])=[CH:10][CH:9]=2)=[N:6][CH:7]=1.OO.C([O-])([O-])=[O:27].[K+].[K+]. Product: [Cl:1][C:2]1[C:3]([NH:15][C:16]2[CH:20]=[C:19]([CH:21]3[CH2:22][CH2:23]3)[NH:18][N:17]=2)=[N:4][C:5]([C:8]2[S:12][C:11]([C:13]([NH2:14])=[O:27])=[CH:10][CH:9]=2)=[N:6][CH:7]=1. The catalyst class is: 16. (5) Reactant: Br[C:2]1[C:3]([N:22]2[CH2:26][CH2:25][C@@H:24]([OH:27])[CH2:23]2)=[N:4][CH:5]=[C:6]([CH:21]=1)[C:7]([NH:9][C:10]1[CH:15]=[CH:14][C:13]([S:16][C:17]([F:20])([F:19])[F:18])=[CH:12][CH:11]=1)=[O:8].CC1(C)C(C)(C)OB([C:36]2[N:37](C(OC(C)(C)C)=O)[CH:38]=[CH:39][CH:40]=2)O1.C([O-])([O-])=O.[Na+].[Na+].COCCOC. Product: [OH:27][C@@H:24]1[CH2:25][CH2:26][N:22]([C:3]2[C:2]([C:36]3[NH:37][CH:38]=[CH:39][CH:40]=3)=[CH:21][C:6]([C:7]([NH:9][C:10]3[CH:15]=[CH:14][C:13]([S:16][C:17]([F:20])([F:19])[F:18])=[CH:12][CH:11]=3)=[O:8])=[CH:5][N:4]=2)[CH2:23]1. The catalyst class is: 88. (6) Reactant: [NH2:1][C:2]1[CH:7]=[CH:6][C:5]([C:8]([C:12]2[CH:17]=[CH:16][CH:15]=[CH:14][CH:13]=2)([CH3:11])[C:9]#[N:10])=[CH:4][CH:3]=1.[CH3:18][O:19][C:20]1[CH:21]=[C:22]([CH:26]=[CH:27][C:28]=1[O:29][CH3:30])[C:23](Cl)=[O:24].C(N(CC)CC)C. Product: [C:9]([C:8]([CH3:11])([C:12]1[CH:13]=[CH:14][CH:15]=[CH:16][CH:17]=1)[C:5]1[CH:4]=[CH:3][C:2]([NH:1][C:23](=[O:24])[C:22]2[CH:26]=[CH:27][C:28]([O:29][CH3:30])=[C:20]([O:19][CH3:18])[CH:21]=2)=[CH:7][CH:6]=1)#[N:10]. The catalyst class is: 2. (7) Reactant: [CH3:1][N:2]1[CH2:7][CH2:6][NH:5][CH2:4][CH2:3]1.C(N(CC)CC)C.[CH3:15][O:16][C:17]([C:19]1[CH:26]=[CH:25][C:22]([CH2:23]Br)=[CH:21][CH:20]=1)=[O:18]. Product: [CH3:1][N:2]1[CH2:7][CH2:6][NH:5][CH2:4][CH:3]1[CH2:23][C:22]1[CH:21]=[CH:20][C:19]([C:17]([O:16][CH3:15])=[O:18])=[CH:26][CH:25]=1. The catalyst class is: 33.